Dataset: CYP1A2 inhibition data for predicting drug metabolism from PubChem BioAssay. Task: Regression/Classification. Given a drug SMILES string, predict its absorption, distribution, metabolism, or excretion properties. Task type varies by dataset: regression for continuous measurements (e.g., permeability, clearance, half-life) or binary classification for categorical outcomes (e.g., BBB penetration, CYP inhibition). Dataset: cyp1a2_veith. The molecule is Cc1nnc(NC(=O)c2oc3c(ccc4ccccc43)c2C)s1. The result is 1 (inhibitor).